This data is from NCI-60 drug combinations with 297,098 pairs across 59 cell lines. The task is: Regression. Given two drug SMILES strings and cell line genomic features, predict the synergy score measuring deviation from expected non-interaction effect. (1) Drug 1: CC12CCC3C(C1CCC2O)C(CC4=C3C=CC(=C4)O)CCCCCCCCCS(=O)CCCC(C(F)(F)F)(F)F. Drug 2: CC(C)(C#N)C1=CC(=CC(=C1)CN2C=NC=N2)C(C)(C)C#N. Cell line: SNB-19. Synergy scores: CSS=-0.687, Synergy_ZIP=0.745, Synergy_Bliss=-1.13, Synergy_Loewe=-8.14, Synergy_HSA=-5.60. (2) Drug 1: CC1=C(C=C(C=C1)C(=O)NC2=CC(=CC(=C2)C(F)(F)F)N3C=C(N=C3)C)NC4=NC=CC(=N4)C5=CN=CC=C5. Drug 2: C1=NNC2=C1C(=O)NC=N2. Cell line: SF-268. Synergy scores: CSS=-3.39, Synergy_ZIP=0.244, Synergy_Bliss=-1.39, Synergy_Loewe=-2.77, Synergy_HSA=-3.21. (3) Drug 1: C1=NC2=C(N=C(N=C2N1C3C(C(C(O3)CO)O)O)F)N. Drug 2: C1CN(P(=O)(OC1)NCCCl)CCCl. Cell line: NCI-H322M. Synergy scores: CSS=-4.85, Synergy_ZIP=2.01, Synergy_Bliss=-1.74, Synergy_Loewe=-4.20, Synergy_HSA=-5.51. (4) Drug 1: C1=CC(=C2C(=C1NCCNCCO)C(=O)C3=C(C=CC(=C3C2=O)O)O)NCCNCCO. Drug 2: CC1=C(C=C(C=C1)C(=O)NC2=CC(=CC(=C2)C(F)(F)F)N3C=C(N=C3)C)NC4=NC=CC(=N4)C5=CN=CC=C5. Cell line: SF-539. Synergy scores: CSS=34.3, Synergy_ZIP=-0.718, Synergy_Bliss=-1.48, Synergy_Loewe=-20.1, Synergy_HSA=-1.55. (5) Drug 1: CN(C)C1=NC(=NC(=N1)N(C)C)N(C)C. Drug 2: C1=CC(=CC=C1C#N)C(C2=CC=C(C=C2)C#N)N3C=NC=N3. Cell line: MALME-3M. Synergy scores: CSS=-4.44, Synergy_ZIP=8.61, Synergy_Bliss=3.38, Synergy_Loewe=-1.96, Synergy_HSA=-2.65. (6) Drug 1: CC(C1=C(C=CC(=C1Cl)F)Cl)OC2=C(N=CC(=C2)C3=CN(N=C3)C4CCNCC4)N. Drug 2: CN(C)N=NC1=C(NC=N1)C(=O)N. Cell line: EKVX. Synergy scores: CSS=0.982, Synergy_ZIP=-0.703, Synergy_Bliss=-0.308, Synergy_Loewe=-8.53, Synergy_HSA=-2.06. (7) Drug 1: CCCCCOC(=O)NC1=NC(=O)N(C=C1F)C2C(C(C(O2)C)O)O. Drug 2: C1CN1C2=NC(=NC(=N2)N3CC3)N4CC4. Cell line: CCRF-CEM. Synergy scores: CSS=48.4, Synergy_ZIP=7.65, Synergy_Bliss=2.24, Synergy_Loewe=-41.2, Synergy_HSA=-9.66.